Dataset: Full USPTO retrosynthesis dataset with 1.9M reactions from patents (1976-2016). Task: Predict the reactants needed to synthesize the given product. (1) Given the product [Cl:1][C:2]1[N:3]=[C:4]([O:21][C:17]2[CH:18]=[CH:19][CH:20]=[C:15]([N+:12]([O-:14])=[O:13])[CH:16]=2)[C:5]2[O:10][CH:9]=[CH:8][C:6]=2[N:7]=1, predict the reactants needed to synthesize it. The reactants are: [Cl:1][C:2]1[N:3]=[C:4](Cl)[C:5]2[O:10][CH:9]=[CH:8][C:6]=2[N:7]=1.[N+:12]([C:15]1[CH:16]=[C:17]([OH:21])[CH:18]=[CH:19][CH:20]=1)([O-:14])=[O:13].C(N(C(C)C)CC)(C)C. (2) Given the product [O:1]1[CH2:2][CH2:3][N:4]([CH2:7][C:8]2[CH:9]=[C:10]([NH:11][C:25](=[O:26])[NH:28][C:29]3[CH:30]=[CH:31][C:32]([NH:35][C:36](=[O:42])[O:37][C:38]([CH3:39])([CH3:41])[CH3:40])=[CH:33][CH:34]=3)[CH:12]=[CH:13][CH:14]=2)[CH2:5][CH2:6]1, predict the reactants needed to synthesize it. The reactants are: [O:1]1[CH2:6][CH2:5][N:4]([CH2:7][C:8]2[CH:9]=[C:10]([CH:12]=[CH:13][CH:14]=2)[NH2:11])[CH2:3][CH2:2]1.[N+](C1C=CC([ClH][C:25](=O)[O-:26])=CC=1)([O-])=O.[NH2:28][C:29]1[CH:34]=[CH:33][C:32]([NH:35][C:36](=[O:42])[O:37][C:38]([CH3:41])([CH3:40])[CH3:39])=[CH:31][CH:30]=1. (3) Given the product [C:1]([C:3]1[CH:4]=[C:5]([CH:10]=[CH:11][C:12]=1[O:13][CH:19]([CH3:20])[CH3:23])[C:6]([O:8][CH3:9])=[O:7])#[N:2], predict the reactants needed to synthesize it. The reactants are: [C:1]([C:3]1[CH:4]=[C:5]([CH:10]=[CH:11][C:12]=1[OH:13])[C:6]([O:8][CH3:9])=[O:7])#[N:2].C(N([CH2:19][CH3:20])CC)C.[C]=O.[CH3:23]CO. (4) Given the product [CH2:5]([O:4][C:2]([NH:12][C:13]1[C:22]2[C:17](=[CH:18][CH:19]=[CH:20][CH:21]=2)[C:16]([CH2:23][C:24]([O:26][CH2:27][CH3:28])=[O:25])=[C:15]([N+:29]([O-:31])=[O:30])[CH:14]=1)=[O:3])[C:6]1[CH:11]=[CH:10][CH:9]=[CH:8][CH:7]=1, predict the reactants needed to synthesize it. The reactants are: Cl[C:2]([O:4][CH2:5][C:6]1[CH:11]=[CH:10][CH:9]=[CH:8][CH:7]=1)=[O:3].[NH2:12][C:13]1[C:22]2[C:17](=[CH:18][CH:19]=[CH:20][CH:21]=2)[C:16]([CH2:23][C:24]([O:26][CH2:27][CH3:28])=[O:25])=[C:15]([N+:29]([O-:31])=[O:30])[CH:14]=1.CCN(CC)CC. (5) Given the product [ClH:45].[ClH:53].[ClH:45].[Cl:45][C:42]1[CH:41]=[CH:40][C:39]([F:46])=[C:38]2[C:43]=1[CH:44]=[C:35]([C:30]1[C:31]([NH2:34])=[N:32][CH:33]=[C:28]([C:16]3[CH:15]=[N:14][N:13]([C@H:10]4[CH2:11][CH2:12][NH:8][CH2:9]4)[CH:17]=3)[CH:29]=1)[N:36]=[CH:37]2, predict the reactants needed to synthesize it. The reactants are: C(OC([N:8]1[CH2:12][CH2:11][C@H:10]([N:13]2[CH:17]=[C:16](B3OC(C)(C)C(C)(C)O3)[CH:15]=[N:14]2)[CH2:9]1)=O)(C)(C)C.Br[C:28]1[CH:29]=[C:30]([C:35]2[N:36]=[CH:37][C:38]3[C:43]([CH:44]=2)=[C:42]([Cl:45])[CH:41]=[CH:40][C:39]=3[F:46])[C:31]([NH2:34])=[N:32][CH:33]=1.C(=O)([O-])[O-].[K+].[K+].[ClH:53]. (6) Given the product [CH3:22][O:23][C:24]1[CH:32]=[CH:31][C:27]([C:28]([NH:21][C:16]2[CH:17]=[N:18][CH:19]=[CH:20][C:15]=2[NH:14][CH2:13][CH:10]2[CH2:9][CH2:8][N:7]([C:4]3[CH:5]=[CH:6][N:1]=[CH:2][CH:3]=3)[CH2:12][CH2:11]2)=[O:29])=[CH:26][CH:25]=1, predict the reactants needed to synthesize it. The reactants are: [N:1]1[CH:6]=[CH:5][C:4]([N:7]2[CH2:12][CH2:11][CH:10]([CH2:13][NH:14][C:15]3[CH:20]=[CH:19][N:18]=[CH:17][C:16]=3[NH2:21])[CH2:9][CH2:8]2)=[CH:3][CH:2]=1.[CH3:22][O:23][C:24]1[CH:32]=[CH:31][C:27]([C:28](Cl)=[O:29])=[CH:26][CH:25]=1. (7) Given the product [Br:1][C:2]1[CH:7]=[CH:6][N:5]=[C:4]2[N:8]([S:11]([C:14]3[CH:20]=[CH:19][C:17]([CH3:18])=[CH:16][CH:15]=3)(=[O:13])=[O:12])[C:9]([CH3:22])=[CH:10][C:3]=12, predict the reactants needed to synthesize it. The reactants are: [Br:1][C:2]1[CH:7]=[CH:6][N:5]=[C:4]2[N:8]([S:11]([C:14]3[CH:20]=[CH:19][C:17]([CH3:18])=[CH:16][CH:15]=3)(=[O:13])=[O:12])[CH:9]=[CH:10][C:3]=12.[Li+].[CH3:22]C([N-]C(C)C)C.IC. (8) Given the product [S:35]([OH:39])([OH:38])(=[O:37])=[O:36].[CH2:1]([O:3][CH2:4][C:5]1[CH:10]=[C:9]([O:11][CH3:12])[C:8]([C:13]2[N:14]3[N:20]=[C:19]([O:21][CH3:22])[C:18]([N:23]([CH2:30][CH2:31][CH3:32])[CH:24]4[CH2:29][CH2:28][CH2:27][O:26][CH2:25]4)=[C:15]3[S:16][CH:17]=2)=[C:7]([O:33][CH3:34])[CH:6]=1)[CH3:2], predict the reactants needed to synthesize it. The reactants are: [CH2:1]([O:3][CH2:4][C:5]1[CH:10]=[C:9]([O:11][CH3:12])[C:8]([C:13]2[N:14]3[N:20]=[C:19]([O:21][CH3:22])[C:18]([N:23]([CH2:30][CH2:31][CH3:32])[CH:24]4[CH2:29][CH2:28][CH2:27][O:26][CH2:25]4)=[C:15]3[S:16][CH:17]=2)=[C:7]([O:33][CH3:34])[CH:6]=1)[CH3:2].[S:35](=[O:39])(=[O:38])([OH:37])[OH:36].